Task: Binary Classification. Given a drug SMILES string, predict its activity (active/inactive) in a high-throughput screening assay against a specified biological target.. Dataset: M1 muscarinic receptor antagonist screen with 61,756 compounds (1) The compound is O=c1n(Cc2cc(OC)ccc2)c2ncccc2c(=O)n1c1ncccc1C(OC)=O. The result is 0 (inactive). (2) The molecule is s1c(c(nc1NC(=O)CSc1nc(N)c(cn1)C(OCC)=O)C)C. The result is 0 (inactive). (3) The molecule is O(c1cc2c(c(=O)n(cc2C(=O)NCC(OCC)=O)CC)cc1OC)C. The result is 0 (inactive). (4) The compound is O=C(N1CCN(CC1)c1ccc(OC)cc1)CCn1nnc2c1cccc2. The result is 0 (inactive). (5) The molecule is Fc1c(NC(=O)CNC(=O)c2nccnc2)ccc(F)c1F. The result is 0 (inactive).